This data is from Forward reaction prediction with 1.9M reactions from USPTO patents (1976-2016). The task is: Predict the product of the given reaction. (1) Given the reactants [C:1]([O:5][C:6]([N:8]([CH3:41])[CH2:9][CH2:10][CH:11]1[CH2:17][C:16]2[CH:18]=[C:19]([O:22][CH3:23])[CH:20]=[CH:21][C:15]=2[C:14]2=[C:24]([CH:35]3[CH2:40][CH2:39][CH2:38][CH2:37][CH2:36]3)[C:25]3[CH:26]=[CH:27][C:28]([C:31]([O:33]C)=[O:32])=[CH:29][C:30]=3[N:13]2[CH2:12]1)=[O:7])([CH3:4])([CH3:3])[CH3:2].[OH-].[K+].Cl, predict the reaction product. The product is: [C:1]([O:5][C:6]([N:8]([CH3:41])[CH2:9][CH2:10][CH:11]1[CH2:17][C:16]2[CH:18]=[C:19]([O:22][CH3:23])[CH:20]=[CH:21][C:15]=2[C:14]2=[C:24]([CH:35]3[CH2:40][CH2:39][CH2:38][CH2:37][CH2:36]3)[C:25]3[CH:26]=[CH:27][C:28]([C:31]([OH:33])=[O:32])=[CH:29][C:30]=3[N:13]2[CH2:12]1)=[O:7])([CH3:4])([CH3:3])[CH3:2]. (2) Given the reactants [N:1]1[N:2]2[CH:10]=[CH:9][CH:8]=[C:3]2[C:4](O)=[N:5][CH:6]=1.C(N(C(C)C)CC)(C)C.P(Cl)(Cl)([Cl:22])=O.C([O-])(O)=O.[Na+], predict the reaction product. The product is: [Cl:22][C:4]1[C:3]2=[CH:8][CH:9]=[CH:10][N:2]2[N:1]=[CH:6][N:5]=1. (3) Given the reactants O1CCOCC1.O.C([O:14][C@@H:15]1[C:20]([C:21]2[CH:26]=[CH:25][C:24]([F:27])=[CH:23][CH:22]=2)=[CH:19][CH2:18][NH:17][CH2:16]1)(=O)C(C)(C)C.O.[OH-].[Li+], predict the reaction product. The product is: [F:27][C:24]1[CH:25]=[CH:26][C:21]([C:20]2[C@@H:15]([OH:14])[CH2:16][NH:17][CH2:18][CH:19]=2)=[CH:22][CH:23]=1. (4) The product is: [Cl:64][C:65]1[CH:66]=[CH:67][C:68]([F:79])=[C:69]([C:71]2[CH:76]=[C:75]([NH:77][C:3]3[C:4]4[C:5](=[CH:8][N:9]([CH2:22][CH2:23][O:24][CH3:25])[N:10]=4)[N:6]=[CH:7][C:2]=3[F:1])[C:74]([CH3:78])=[CH:73][N:72]=2)[CH:70]=1. Given the reactants [F:1][C:2]1[C:3](I)=[C:4]2[N:10](CCOC)[N:9]=[CH:8][C:5]2=[N:6][CH:7]=1.CC1(C)C2C=CC=C(P(C3C=CC=CC=3)C3C=CC=CC=3)[C:25]=2[O:24][C:23]2C1=CC=C[C:22]=2P(C1C=CC=CC=1)C1C=CC=CC=1.CC(C)([O-])C.[Na+].[Cl:64][C:65]1[CH:66]=[CH:67][C:68]([F:79])=[C:69]([C:71]2[CH:76]=[C:75]([NH2:77])[C:74]([CH3:78])=[CH:73][N:72]=2)[CH:70]=1.C(O)(C(F)(F)F)=O, predict the reaction product.